Dataset: Catalyst prediction with 721,799 reactions and 888 catalyst types from USPTO. Task: Predict which catalyst facilitates the given reaction. Reactant: [Br:1][C:2]1[CH:6]=[N:5][N:4]([CH3:7])[C:3]=1[NH:8][C:9]1[CH:14]=[CH:13][C:12](I)=[CH:11][CH:10]=1.[F:16][C:17]([F:32])([F:31])[C:18]1[CH:23]=[C:22]([C:24]([F:27])([F:26])[F:25])[CH:21]=[CH:20][C:19]=1B(O)O.C(=O)([O-])[O-].[Cs+].[Cs+].COCCOC. Product: [F:16][C:17]([F:31])([F:32])[C:18]1[CH:23]=[C:22]([C:24]([F:25])([F:26])[F:27])[CH:21]=[CH:20][C:19]=1[C:12]1[CH:13]=[CH:14][C:9]([NH:8][C:3]2[N:4]([CH3:7])[N:5]=[CH:6][C:2]=2[Br:1])=[CH:10][CH:11]=1. The catalyst class is: 690.